This data is from NCI-60 drug combinations with 297,098 pairs across 59 cell lines. The task is: Regression. Given two drug SMILES strings and cell line genomic features, predict the synergy score measuring deviation from expected non-interaction effect. (1) Drug 1: C1CN1P(=S)(N2CC2)N3CC3. Drug 2: CC(C)(C#N)C1=CC(=CC(=C1)CN2C=NC=N2)C(C)(C)C#N. Cell line: U251. Synergy scores: CSS=4.44, Synergy_ZIP=-3.04, Synergy_Bliss=2.69, Synergy_Loewe=0.347, Synergy_HSA=2.22. (2) Drug 1: CN(CC1=CN=C2C(=N1)C(=NC(=N2)N)N)C3=CC=C(C=C3)C(=O)NC(CCC(=O)O)C(=O)O. Drug 2: CC(C)CN1C=NC2=C1C3=CC=CC=C3N=C2N. Cell line: UACC62. Synergy scores: CSS=11.5, Synergy_ZIP=-0.189, Synergy_Bliss=0.682, Synergy_Loewe=-22.1, Synergy_HSA=-0.0146. (3) Drug 1: CC1=C(C=C(C=C1)C(=O)NC2=CC(=CC(=C2)C(F)(F)F)N3C=C(N=C3)C)NC4=NC=CC(=N4)C5=CN=CC=C5. Drug 2: CC1CCC2CC(C(=CC=CC=CC(CC(C(=O)C(C(C(=CC(C(=O)CC(OC(=O)C3CCCCN3C(=O)C(=O)C1(O2)O)C(C)CC4CCC(C(C4)OC)OCCO)C)C)O)OC)C)C)C)OC. Cell line: CCRF-CEM. Synergy scores: CSS=11.3, Synergy_ZIP=5.88, Synergy_Bliss=14.5, Synergy_Loewe=-5.61, Synergy_HSA=1.43. (4) Drug 1: CC12CCC3C(C1CCC2O)C(CC4=C3C=CC(=C4)O)CCCCCCCCCS(=O)CCCC(C(F)(F)F)(F)F. Drug 2: CC1CCCC2(C(O2)CC(NC(=O)CC(C(C(=O)C(C1O)C)(C)C)O)C(=CC3=CSC(=N3)C)C)C. Cell line: OVCAR-8. Synergy scores: CSS=53.4, Synergy_ZIP=2.81, Synergy_Bliss=2.07, Synergy_Loewe=-34.3, Synergy_HSA=0.958. (5) Drug 1: CC12CCC(CC1=CCC3C2CCC4(C3CC=C4C5=CN=CC=C5)C)O. Drug 2: CC1CCC2CC(C(=CC=CC=CC(CC(C(=O)C(C(C(=CC(C(=O)CC(OC(=O)C3CCCCN3C(=O)C(=O)C1(O2)O)C(C)CC4CCC(C(C4)OC)O)C)C)O)OC)C)C)C)OC. Cell line: RPMI-8226. Synergy scores: CSS=53.8, Synergy_ZIP=0.814, Synergy_Bliss=1.15, Synergy_Loewe=3.97, Synergy_HSA=4.56. (6) Drug 2: C1=CN(C(=O)N=C1N)C2C(C(C(O2)CO)O)O.Cl. Synergy scores: CSS=13.5, Synergy_ZIP=-5.71, Synergy_Bliss=-3.76, Synergy_Loewe=-23.5, Synergy_HSA=-3.99. Drug 1: C1CC(=O)NC(=O)C1N2CC3=C(C2=O)C=CC=C3N. Cell line: UO-31.